This data is from Forward reaction prediction with 1.9M reactions from USPTO patents (1976-2016). The task is: Predict the product of the given reaction. (1) Given the reactants [S:1]1[C:5]([C@H:6]([O:31][Si](C(C)(C)C)(C2C=CC=CC=2)C2C=CC=CC=2)/[CH:7]=[CH:8]/[C@H:9]2[C:13](=[CH2:14])[CH2:12][C@H:11]([O:15][CH:16]3[CH2:21][CH2:20][CH2:19][CH2:18][O:17]3)[C@@H:10]2[CH2:22]/[CH:23]=[CH:24]\[CH2:25][CH2:26][CH2:27][C:28]([OH:30])=[O:29])=[CH:4][C:3]2[CH:49]=[CH:50][CH:51]=[CH:52][C:2]1=2.CCCC[N+](CCCC)(CCCC)CCCC.[F-].O, predict the reaction product. The product is: [S:1]1[C:5]([C@H:6]([OH:31])/[CH:7]=[CH:8]/[C@H:9]2[C:13](=[CH2:14])[CH2:12][C@H:11]([O:15][CH:16]3[CH2:21][CH2:20][CH2:19][CH2:18][O:17]3)[C@@H:10]2[CH2:22]/[CH:23]=[CH:24]\[CH2:25][CH2:26][CH2:27][C:28]([OH:30])=[O:29])=[CH:4][C:3]2[CH:49]=[CH:50][CH:51]=[CH:52][C:2]1=2. (2) Given the reactants [Cl:1][C:2]1[CH:3]=[C:4]([C:8](=O)[C:9]([O:11][CH2:12][CH3:13])=[O:10])[CH:5]=[CH:6][CH:7]=1.C(OC(=O)C)(=[O:17])C.C(N(CCCC)CCCC)CCC.[Cl-].[NH4+], predict the reaction product. The product is: [Cl:1][C:2]1[CH:3]=[C:4]([C:8]2[C:9](=[O:10])[O:11][C:12](=[O:17])[CH:13]=2)[CH:5]=[CH:6][CH:7]=1. (3) Given the reactants Cl.Cl.[O:3]1[C:8]2=[CH:9][CH:10]=[CH:11][C:7]2=[CH:6][C:5]([CH:12]2[CH2:17][CH2:16][CH2:15][CH2:14][N:13]2[CH2:18][CH2:19][C@H:20]2[CH2:25][CH2:24][C@H:23]([NH2:26])[CH2:22][CH2:21]2)=[CH:4]1.[OH:27][CH2:28][CH2:29][C:30](O)=[O:31], predict the reaction product. The product is: [O:3]1[C:8]2=[CH:9][CH:10]=[CH:11][C:7]2=[CH:6][C:5]([CH:12]2[CH2:17][CH2:16][CH2:15][CH2:14][N:13]2[CH2:18][CH2:19][C@H:20]2[CH2:21][CH2:22][C@H:23]([NH:26][C:28](=[O:27])[CH2:29][CH2:30][OH:31])[CH2:24][CH2:25]2)=[CH:4]1. (4) Given the reactants [C:1]([O:5][C:6](=[O:12])[NH:7][CH2:8][CH2:9][CH2:10][OH:11])([CH3:4])([CH3:3])[CH3:2].[Cl:13][C:14]1[CH:19]=[C:18](F)[CH:17]=[CH:16][N:15]=1.[OH-].[Na+], predict the reaction product. The product is: [Cl:13][C:14]1[CH:19]=[C:18]([O:11][CH2:10][CH2:9][CH2:8][NH:7][C:6](=[O:12])[O:5][C:1]([CH3:4])([CH3:2])[CH3:3])[CH:17]=[CH:16][N:15]=1. (5) Given the reactants [OH:1][C:2]1[CH:11]=[C:10]2[C:5]([C:6](=[O:12])[NH:7][CH:8]=[N:9]2)=[C:4]([O:13][CH:14]([CH3:16])[CH3:15])[CH:3]=1.[C:17](OC(=O)C)(=[O:19])[CH3:18], predict the reaction product. The product is: [C:17]([O:1][C:2]1[CH:11]=[C:10]2[C:5]([C:6](=[O:12])[NH:7][CH:8]=[N:9]2)=[C:4]([O:13][CH:14]([CH3:16])[CH3:15])[CH:3]=1)(=[O:19])[CH3:18]. (6) Given the reactants [CH3:1][C:2]1[CH:11]=[CH:10][C:9]2[C:4](=[C:5]([NH:12][S:13]([C:16]3[CH:21]=[CH:20][CH:19]=[CH:18][C:17]=3[N+:22]([O-])=O)(=[O:15])=[O:14])[CH:6]=[CH:7][CH:8]=2)[N:3]=1.O.O.[Sn](Cl)Cl, predict the reaction product. The product is: [NH2:22][C:17]1[CH:18]=[CH:19][CH:20]=[CH:21][C:16]=1[S:13]([NH:12][C:5]1[CH:6]=[CH:7][CH:8]=[C:9]2[C:4]=1[N:3]=[C:2]([CH3:1])[CH:11]=[CH:10]2)(=[O:15])=[O:14]. (7) Given the reactants C([O:3][C:4]([C:6]1[NH:30][C:9]2=[N:10][CH:11]=[CH:12][C:13]([O:14][C:15]3[CH:20]=[CH:19][C:18]([NH:21][C:22]([C:24]4([C:27]([OH:29])=O)[CH2:26][CH2:25]4)=[O:23])=[CH:17][CH:16]=3)=[C:8]2[CH:7]=1)=[O:5])C.C(N(C(C)C)CC)(C)C.[F:40][C:41]1[CH:47]=[CH:46][C:44]([NH2:45])=[CH:43][CH:42]=1, predict the reaction product. The product is: [F:40][C:41]1[CH:47]=[CH:46][C:44]([NH:45][C:27]([C:24]2([C:22]([NH:21][C:18]3[CH:17]=[CH:16][C:15]([O:14][C:13]4[CH:12]=[CH:11][N:10]=[C:9]5[NH:30][C:6]([C:4]([OH:3])=[O:5])=[CH:7][C:8]=45)=[CH:20][CH:19]=3)=[O:23])[CH2:25][CH2:26]2)=[O:29])=[CH:43][CH:42]=1. (8) Given the reactants Br[C:2]1[CH:7]=[CH:6][C:5]2[C:8]3[CH2:14][CH2:13][CH2:12][N:11]([C:15]([O:17][C:18]([CH3:21])([CH3:20])[CH3:19])=[O:16])[CH2:10][C:9]=3[S:22][C:4]=2[CH:3]=1.[F:23][C:24]1[CH:25]=[CH:26][C:27]([CH2:30][O:31][C:32]2[CH:37]=[CH:36][NH:35][C:34](=[O:38])[CH:33]=2)=[N:28][CH:29]=1, predict the reaction product. The product is: [F:23][C:24]1[CH:25]=[CH:26][C:27]([CH2:30][O:31][C:32]2[CH:37]=[CH:36][N:35]([C:2]3[CH:7]=[CH:6][C:5]4[C:8]5[CH2:14][CH2:13][CH2:12][N:11]([C:15]([O:17][C:18]([CH3:21])([CH3:20])[CH3:19])=[O:16])[CH2:10][C:9]=5[S:22][C:4]=4[CH:3]=3)[C:34](=[O:38])[CH:33]=2)=[N:28][CH:29]=1. (9) Given the reactants Br[CH2:2][C:3]1[CH:31]=[CH:30][C:6]([C:7]([NH:9][C:10]2[CH:15]=[C:14]([Cl:16])[C:13]([Cl:17])=[CH:12][C:11]=2[N:18]2[CH2:23][CH2:22][N:21]([CH2:24][CH2:25][C:26]([F:29])([F:28])[F:27])[CH2:20][CH2:19]2)=[O:8])=[C:5]([F:32])[C:4]=1[F:33].[NH:34]1[CH2:39][CH2:38][NH:37][CH2:36][C:35]1=[O:40], predict the reaction product. The product is: [Cl:17][C:13]1[C:14]([Cl:16])=[CH:15][C:10]([NH:9][C:7](=[O:8])[C:6]2[CH:30]=[CH:31][C:3]([CH2:2][N:37]3[CH2:38][CH2:39][NH:34][C:35](=[O:40])[CH2:36]3)=[C:4]([F:33])[C:5]=2[F:32])=[C:11]([N:18]2[CH2:19][CH2:20][N:21]([CH2:24][CH2:25][C:26]([F:28])([F:27])[F:29])[CH2:22][CH2:23]2)[CH:12]=1. (10) Given the reactants [NH2:1][CH:2]1[CH2:5][N:4]([C:6]([C:8]2[CH:9]=[C:10]([CH:23]=[CH:24][C:25]=2[F:26])[CH2:11][C:12]2[C:21]3[C:16](=[CH:17][CH:18]=[CH:19][CH:20]=3)[C:15](=[O:22])[NH:14][N:13]=2)=[O:7])[CH2:3]1.[CH:27](=O)[CH2:28][CH2:29][CH3:30].C(O[BH-](OC(=O)C)OC(=O)C)(=O)C.[Na+], predict the reaction product. The product is: [CH2:27]([NH:1][CH:2]1[CH2:3][N:4]([C:6]([C:8]2[CH:9]=[C:10]([CH:23]=[CH:24][C:25]=2[F:26])[CH2:11][C:12]2[C:21]3[C:16](=[CH:17][CH:18]=[CH:19][CH:20]=3)[C:15](=[O:22])[NH:14][N:13]=2)=[O:7])[CH2:5]1)[CH2:28][CH2:29][CH3:30].